From a dataset of Reaction yield outcomes from USPTO patents with 853,638 reactions. Predict the reaction yield, written as a fraction of the theoretical maximum amount of product (1.0 means a 100% yield; for example, 0.34 means a 34% yield). (1) The reactants are [Cl:1][C:2]1[CH:3]=[C:4]([C:10]2[CH:14]=[CH:13][N:12]([CH2:15][C@@H:16]([NH:18][C:19]([C:21]3[N:22]=[C:23]([C:26]4[N:30](C5CCCCO5)[N:29]=[CH:28][CH:27]=4)[S:24][CH:25]=3)=[O:20])[CH3:17])[N:11]=2)[CH:5]=[CH:6][C:7]=1[C:8]#[N:9].Cl.CCO. The catalyst is C(OCC)(=O)C. The product is [Cl:1][C:2]1[CH:3]=[C:4]([C:10]2[CH:14]=[CH:13][N:12]([CH2:15][C@@H:16]([NH:18][C:19]([C:21]3[N:22]=[C:23]([C:26]4[CH:27]=[CH:28][NH:29][N:30]=4)[S:24][CH:25]=3)=[O:20])[CH3:17])[N:11]=2)[CH:5]=[CH:6][C:7]=1[C:8]#[N:9]. The yield is 0.940. (2) The yield is 0.769. The reactants are [H-].[Na+].N[C:4]1C=CC=C[CH:5]=1.C[C:11]1[CH2:15][C:14]([CH3:16])=[C:13]([CH3:17])[C:12]=1[CH3:18].ClC[SiH:21]([CH2:28][CH2:29][CH2:30][CH2:31][CH2:32][CH2:33][CH2:34][CH2:35][CH2:36][CH2:37][CH2:38][CH2:39][CH2:40][CH2:41][CH2:42][CH2:43][CH2:44][CH3:45])[C:22]1[CH:27]=[CH:26][CH:25]=[CH:24][CH:23]=1.C(=O)([O-])[O-].[Na+].[Na+]. The product is [CH3:11][C:15]1[C:28]([SiH2:21][C:22]2[CH:23]=[CH:24][CH:25]=[CH:26][CH:27]=2)([CH2:29][CH2:30][CH2:31][CH2:32][CH2:33][CH2:34][CH2:35][CH2:36][CH2:37][CH2:38][CH2:39][CH2:40][CH2:41][CH2:42][CH2:43][CH2:44][CH2:45][CH2:4][CH3:5])[C:12]([CH3:18])=[C:13]([CH3:17])[C:14]=1[CH3:16]. The catalyst is O1CCCC1.C1(C)C=CC=CC=1. (3) The reactants are [NH2:1][C:2]1[CH:7]=[CH:6][C:5]([C:8]2[O:12][C:11]([C@H:13]([NH:24][C:25]3[CH:32]=[CH:31][C:28]([C:29]#[N:30])=[C:27]([Cl:33])[C:26]=3[CH3:34])[C@H:14]([O:16][Si:17]([C:20]([CH3:23])([CH3:22])[CH3:21])([CH3:19])[CH3:18])[CH3:15])=[N:10][N:9]=2)=[CH:4][CH:3]=1.[C:35](Cl)(=[O:42])[C:36]1[CH:41]=[CH:40][CH:39]=[CH:38][CH:37]=1. The catalyst is C(Cl)Cl.N1C=CC=CC=1. The product is [Si:17]([O:16][C@H:14]([CH3:15])[C@H:13]([C:11]1[O:12][C:8]([C:5]2[CH:4]=[CH:3][C:2]([NH:1][C:35](=[O:42])[C:36]3[CH:41]=[CH:40][CH:39]=[CH:38][CH:37]=3)=[CH:7][CH:6]=2)=[N:9][N:10]=1)[NH:24][C:25]1[CH:32]=[CH:31][C:28]([C:29]#[N:30])=[C:27]([Cl:33])[C:26]=1[CH3:34])([C:20]([CH3:22])([CH3:23])[CH3:21])([CH3:19])[CH3:18]. The yield is 1.00. (4) The reactants are [CH3:1][O:2][C:3]1[CH:12]=[C:11]2[C:6]([C:7](=O)[C@@:8]([C:14]3[CH:19]=[CH:18][C:17]([O:20][CH3:21])=[CH:16][CH:15]=3)([CH3:13])[CH2:9][S:10]2)=[CH:5][CH:4]=1.[H-].[Al+3].[Li+].[H-].[H-].[H-].[Cl-].[NH4+].[CH2:31]([Si](C)(C)C)[CH:32]=[CH2:33]. The catalyst is O1CCCC1.ClCCCl.[I-].[Zn+2].[I-].O. The product is [CH3:1][O:2][C:3]1[CH:12]=[C:11]2[C:6]([C@H:7]([CH2:33][CH:32]=[CH2:31])[C@@:8]([C:14]3[CH:19]=[CH:18][C:17]([O:20][CH3:21])=[CH:16][CH:15]=3)([CH3:13])[CH2:9][S:10]2)=[CH:5][CH:4]=1. The yield is 0.670.